Dataset: CYP3A4 inhibition data for predicting drug metabolism from PubChem BioAssay. Task: Regression/Classification. Given a drug SMILES string, predict its absorption, distribution, metabolism, or excretion properties. Task type varies by dataset: regression for continuous measurements (e.g., permeability, clearance, half-life) or binary classification for categorical outcomes (e.g., BBB penetration, CYP inhibition). Dataset: cyp3a4_veith. (1) The drug is O=C1CCC=C1[C@@H](O)CCc1ccccc1. The result is 0 (non-inhibitor). (2) The compound is COc1ccc(NC(=O)c2ccc(-c3ccc(-c4noc(C)n4)cc3C)cc2)cc1N1CCN(C)CC1. The result is 0 (non-inhibitor). (3) The compound is C=C(C)C1CC=C(C)/C(=N/NC(=O)c2ccc(NC(=O)c3cccc(C)c3)cc2)C1. The result is 1 (inhibitor). (4) The result is 0 (non-inhibitor). The drug is CC1=C(/C=C\C(C)=C\C=C/C(C)=C/C=C\C=C(C)\C=C/C=C(C)/C=C\C2=C(C)[C@@H](O)C(=O)CC2(C)C)C(C)(C)CC(=O)[C@@H]1O. (5) The drug is CCN1CCN(C(c2ccccn2)c2c(NC(=O)c3ccccc3)sc(C)c2C)CC1. The result is 1 (inhibitor). (6) The drug is COC(=O)[C@@]1(Cc2ccc(F)cc2)[C@H]2c3cc(C(=O)N(C)C)n(CCc4ccc(O)c(O)c4)c3C[C@H]2CN1C(=O)c1ccccc1. The result is 1 (inhibitor). (7) The compound is O=S(=O)(NCc1cc(-c2ccccc2Cl)no1)c1ccccc1. The result is 0 (non-inhibitor). (8) The drug is CCn1c(SCC(=O)N/N=C/C=C\c2ccccc2[N+](=O)[O-])nnc1-c1ccccc1. The result is 1 (inhibitor). (9) The compound is CCOc1ccc(Cl)cc1CNCCNCCO.Cl. The result is 0 (non-inhibitor). (10) The compound is O[C@@H](COc1cccc2ccccc12)CN1CCOCC1. The result is 0 (non-inhibitor).